Dataset: Catalyst prediction with 721,799 reactions and 888 catalyst types from USPTO. Task: Predict which catalyst facilitates the given reaction. (1) Reactant: [NH2:1][C:2]1[CH:3]=[C:4]([C:8]2[CH:15]=[CH:14][C:11]([C:12]#[N:13])=[C:10]([Cl:16])[CH:9]=2)[CH:5]=[N:6][CH:7]=1.[C:17]([C:19]1[CH:24]=[CH:23][C:22]([S:25](Cl)(=[O:27])=[O:26])=[CH:21][CH:20]=1)#[N:18]. Product: [Cl:16][C:10]1[CH:9]=[C:8]([C:4]2[CH:3]=[C:2]([NH:1][S:25]([C:22]3[CH:21]=[CH:20][C:19]([C:17]#[N:18])=[CH:24][CH:23]=3)(=[O:27])=[O:26])[CH:7]=[N:6][CH:5]=2)[CH:15]=[CH:14][C:11]=1[C:12]#[N:13]. The catalyst class is: 17. (2) Reactant: [N+:1]([C:4]1[CH:5]=[CH:6][C:7](B2OC(C)(C)C(C)(C)O2)=[C:8]([NH:10]C(=O)OC(C)(C)C)[CH:9]=1)([O-:3])=[O:2].Br[C:28]1[C:29]([C:34]#[N:35])=[N:30][CH:31]=[CH:32][CH:33]=1.C(=O)([O-])[O-].[K+].[K+]. Product: [N+:1]([C:4]1[CH:5]=[CH:6][C:7]2=[C:28]3[C:29](=[C:34]([NH2:35])[N:10]=[C:8]2[CH:9]=1)[N:30]=[CH:31][CH:32]=[CH:33]3)([O-:3])=[O:2]. The catalyst class is: 11. (3) Product: [Cl:31][C:30]([Cl:33])([Cl:32])[CH2:29][O:28][C:26](=[O:27])[NH:12][C:11]1[N:7]([C:4]2[CH:3]=[CH:2][C:1]([CH3:17])=[CH:6][CH:5]=2)[N:8]=[C:9]([Si:13]([CH3:16])([CH3:15])[CH3:14])[CH:10]=1. Reactant: [C:1]1([CH3:17])[CH:6]=[CH:5][C:4]([N:7]2[C:11]([NH2:12])=[CH:10][C:9]([Si:13]([CH3:16])([CH3:15])[CH3:14])=[N:8]2)=[CH:3][CH:2]=1.C(=O)([O-])[O-].[K+].[K+].O.Cl[C:26]([O:28][CH2:29][C:30]([Cl:33])([Cl:32])[Cl:31])=[O:27]. The catalyst class is: 13. (4) Reactant: [CH3:1][C:2]1[CH:3]=[CH:4][C:5]([NH:21][C:22]([C:24]2[CH:25]=[CH:26][C:27]([CH2:30][N:31]3[CH2:36][CH2:35][N:34]([CH3:37])[CH2:33][CH2:32]3)=[CH:28][CH:29]=2)=[O:23])=[CH:6][C:7]=1[NH:8][C:9]1[N:10]=[CH:11][CH:12]=[C:13]([C:15]2[CH:16]=[CH:17][CH:18]=[N:19][CH:20]=2)[N:14]=1.[CH3:38][S:39]([OH:42])(=[O:41])=[O:40]. Product: [CH3:1][C:2]1[CH:3]=[CH:4][C:5]([NH:21][C:22]([C:24]2[CH:29]=[CH:28][C:27]([CH2:30][N:31]3[CH2:32][CH2:33][N:34]([CH3:37])[CH2:35][CH2:36]3)=[CH:26][CH:25]=2)=[O:23])=[CH:6][C:7]=1[NH:8][C:9]1[N:10]=[CH:11][CH:12]=[C:13]([C:15]2[CH:16]=[CH:17][CH:18]=[N:19][CH:20]=2)[N:14]=1.[CH3:38][S:39]([OH:42])(=[O:41])=[O:40]. The catalyst class is: 30.